This data is from Reaction yield outcomes from USPTO patents with 853,638 reactions. The task is: Predict the reaction yield, written as a fraction of the theoretical maximum amount of product (1.0 means a 100% yield; for example, 0.34 means a 34% yield). (1) The reactants are [F:1][C:2]1[C:3]([C:24]([O:26]C)=[O:25])=[N:4][CH:5]=[CH:6][C:7]=1[S:8][C:9]1[S:13][C:12]([NH:14][C:15]2[C:20]3[CH:21]=[CH:22][S:23][C:19]=3[CH:18]=[CH:17][N:16]=2)=[N:11][CH:10]=1.[OH-].[Na+].Cl. The catalyst is O. The product is [F:1][C:2]1[C:3]([C:24]([OH:26])=[O:25])=[N:4][CH:5]=[CH:6][C:7]=1[S:8][C:9]1[S:13][C:12]([NH:14][C:15]2[C:20]3[CH:21]=[CH:22][S:23][C:19]=3[CH:18]=[CH:17][N:16]=2)=[N:11][CH:10]=1. The yield is 0.620. (2) The reactants are [F:1][C:2]1[CH:3]=[CH:4][C:5]2[N:6]([C:8]([CH2:11][OH:12])=[N:9][CH:10]=2)[CH:7]=1.C(=O)(O)[O-].[Na+].[I:18]I. The catalyst is C(O)C.O. The product is [F:1][C:2]1[CH:3]=[CH:4][C:5]2[N:6]([C:8]([CH2:11][OH:12])=[N:9][C:10]=2[I:18])[CH:7]=1. The yield is 0.500. (3) The reactants are [CH:1](/[C:9]1[NH:13][C:12]2[CH:14]=[CH:15][CH:16]=[CH:17][C:11]=2[N:10]=1)=[CH:2]\[C:3]1[CH:8]=[CH:7][CH:6]=[CH:5][CH:4]=1.[H-].[Na+].Cl[C:21]1[C:26]([C:27]([F:30])([F:29])[F:28])=[CH:25][CH:24]=[CH:23][N:22]=1. The catalyst is CC(N(C)C)=O.[Cu]. The product is [CH:1](/[C:9]1[N:10]([C:21]2[C:26]([C:27]([F:30])([F:29])[F:28])=[CH:25][CH:24]=[CH:23][N:22]=2)[C:11]2[CH:17]=[CH:16][CH:15]=[CH:14][C:12]=2[N:13]=1)=[CH:2]\[C:3]1[CH:4]=[CH:5][CH:6]=[CH:7][CH:8]=1. The yield is 0.0500. (4) The reactants are CC1(C)[O:9][C:8](=[O:10])[C:5]2([CH2:7][CH2:6]2)[C:4](=[O:11])O1.[F:13][C:14]1[CH:15]=[C:16]([CH:18]=[C:19]([F:21])[CH:20]=1)[NH2:17]. The catalyst is C(O)C. The product is [F:13][C:14]1[CH:15]=[C:16]([N:17]2[CH2:6][CH2:7][CH:5]([C:8]([OH:9])=[O:10])[C:4]2=[O:11])[CH:18]=[C:19]([F:21])[CH:20]=1. The yield is 0.480.